Dataset: Catalyst prediction with 721,799 reactions and 888 catalyst types from USPTO. Task: Predict which catalyst facilitates the given reaction. (1) Reactant: [CH3:1][C@H:2]1[C@H:20]([CH3:21])[N:7]2[C:8]3[CH:9]=[C:10]([C:15]([O:17]CC)=[O:16])[CH:11]=[CH:12][C:13]=3[CH:14]=[C:6]2[C:5](=[O:22])[NH:4][CH2:3]1. Product: [CH3:1][C@H:2]1[C@H:20]([CH3:21])[N:7]2[C:8]3[CH:9]=[C:10]([C:15]([OH:17])=[O:16])[CH:11]=[CH:12][C:13]=3[CH:14]=[C:6]2[C:5](=[O:22])[NH:4][CH2:3]1. The catalyst class is: 38. (2) Reactant: [Cl:1][C:2]1[N:7]=[CH:6][C:5]2[CH:8]=[N:9][NH:10][C:4]=2[CH:3]=1.[F:11][C:12]([F:17])([F:16])S([O-])=O.[Na+].C(OO)(C)(C)C.[O-]S([O-])(=S)=O.[Na+].[Na+]. Product: [Cl:1][C:2]1[N:7]=[CH:6][C:5]2[C:8]([C:12]([F:17])([F:16])[F:11])=[N:9][NH:10][C:4]=2[CH:3]=1. The catalyst class is: 34. (3) Reactant: [CH2:1]([O:8][C:9]([NH:11][C@H:12]([C:14]([NH2:16])=O)[CH3:13])=[O:10])[C:2]1[CH:7]=[CH:6][CH:5]=[CH:4][CH:3]=1.COC1C=CC(P2(SP(C3C=CC(OC)=CC=3)(=S)S2)=[S:26])=CC=1. Product: [CH2:1]([O:8][C:9]([NH:11][C@H:12]([C:14](=[S:26])[NH2:16])[CH3:13])=[O:10])[C:2]1[CH:7]=[CH:6][CH:5]=[CH:4][CH:3]=1. The catalyst class is: 1. (4) Reactant: [CH2:1]([O:8][C:9]1[CH:14]=[CH:13][CH:12]=[CH:11][C:10]=1[C:15]1[O:19][N:18]=[C:17]([C:20]([NH:22][CH2:23][C:24]([OH:26])=O)=[O:21])[CH:16]=1)[C:2]1[CH:7]=[CH:6][CH:5]=[CH:4][CH:3]=1.CCN(C(C)C)C(C)C.C1C=CC2N(O)N=NC=2C=1.CCN=C=NCCCN(C)C.Cl.Cl.[Cl:59][C:60]1[CH:72]=[CH:71][CH:70]=[CH:69][C:61]=1[O:62][CH:63]1[CH2:68][CH2:67][NH:66][CH2:65][CH2:64]1. Product: [Cl:59][C:60]1[CH:72]=[CH:71][CH:70]=[CH:69][C:61]=1[O:62][CH:63]1[CH2:68][CH2:67][N:66]([C:24](=[O:26])[CH2:23][NH:22][C:20]([C:17]2[CH:16]=[C:15]([C:10]3[CH:11]=[CH:12][CH:13]=[CH:14][C:9]=3[O:8][CH2:1][C:2]3[CH:7]=[CH:6][CH:5]=[CH:4][CH:3]=3)[O:19][N:18]=2)=[O:21])[CH2:65][CH2:64]1. The catalyst class is: 18. (5) Reactant: [O:1]1[CH:5]=[C:4]([CH2:6][OH:7])[N:3]=[CH:2]1.[CH3:8][S:9](Cl)(=[O:11])=[O:10].O. Product: [CH3:8][S:9]([O:7][CH2:6][C:4]1[N:3]=[CH:2][O:1][CH:5]=1)(=[O:11])=[O:10]. The catalyst class is: 2. (6) Reactant: [CH3:1][O:2][C:3]1[CH:11]=[CH:10][C:6]([C:7]([OH:9])=O)=[C:5]([N+:12]([O-:14])=[O:13])[CH:4]=1.[NH2:15][CH:16]1[CH2:21][CH2:20][CH2:19][N:18]([C:22]([O:24][C:25]([CH3:28])([CH3:27])[CH3:26])=[O:23])[CH2:17]1.CCN(C(C)C)C(C)C.CN(C(ON1N=NC2C=CC=NC1=2)=[N+](C)C)C.F[P-](F)(F)(F)(F)F. Product: [CH3:1][O:2][C:3]1[CH:11]=[CH:10][C:6]([C:7]([NH:15][CH:16]2[CH2:21][CH2:20][CH2:19][N:18]([C:22]([O:24][C:25]([CH3:28])([CH3:27])[CH3:26])=[O:23])[CH2:17]2)=[O:9])=[C:5]([N+:12]([O-:14])=[O:13])[CH:4]=1. The catalyst class is: 384.